From a dataset of Forward reaction prediction with 1.9M reactions from USPTO patents (1976-2016). Predict the product of the given reaction. (1) Given the reactants C([O:5][C:6](=[O:33])[C:7]([S:10][C:11]1[S:12][CH:13]=[C:14]([CH2:16][CH2:17][N:18]([C:26]2[N:31]=[CH:30][C:29](Br)=[CH:28][N:27]=2)[CH2:19][CH2:20][CH2:21][CH2:22][CH2:23][CH2:24][CH3:25])[N:15]=1)([CH3:9])[CH3:8])(C)(C)C.[NH:34]1[CH2:39][CH2:38][CH2:37][CH2:36][CH2:35]1.[F:40][C:41]([F:46])([F:45])[C:42]([OH:44])=[O:43], predict the reaction product. The product is: [F:40][C:41]([F:46])([F:45])[C:42]([OH:44])=[O:43].[CH2:19]([N:18]([C:26]1[N:31]=[CH:30][C:29]([N:34]2[CH2:39][CH2:38][CH2:37][CH2:36][CH2:35]2)=[CH:28][N:27]=1)[CH2:17][CH2:16][C:14]1[N:15]=[C:11]([S:10][C:7]([CH3:8])([CH3:9])[C:6]([OH:5])=[O:33])[S:12][CH:13]=1)[CH2:20][CH2:21][CH2:22][CH2:23][CH2:24][CH3:25]. (2) Given the reactants O=P(Cl)(Cl)Cl.[CH3:6][N:7]1[C:15]2[CH:14]=[CH:13][CH:12]=[C:11]([C:16]#[N:17])[C:10]=2[CH:9]=[C:8]1[C:18]1[CH:23]=[CH:22][CH:21]=[CH:20][CH:19]=1.CN([CH:27]=[O:28])C, predict the reaction product. The product is: [CH:27]([C:9]1[C:10]2[C:11]([C:16]#[N:17])=[CH:12][CH:13]=[CH:14][C:15]=2[N:7]([CH3:6])[C:8]=1[C:18]1[CH:23]=[CH:22][CH:21]=[CH:20][CH:19]=1)=[O:28]. (3) The product is: [F:22][C:23]1[CH:24]=[CH:25][C:26]([N:32]2[N:36]=[CH:35][CH:34]=[N:33]2)=[C:27]([C:28]([N:7]2[CH2:6][CH:5]3[CH2:1][N:2]([C:9]4[N:14]=[C:13]([C:15]([F:18])([F:17])[F:16])[N:12]=[C:11]([N:19]([CH3:21])[CH3:20])[CH:10]=4)[CH2:3][CH:4]3[CH2:8]2)=[O:29])[CH:31]=1. Given the reactants [CH2:1]1[CH:5]2[CH2:6][NH:7][CH2:8][CH:4]2[CH2:3][N:2]1[C:9]1[N:14]=[C:13]([C:15]([F:18])([F:17])[F:16])[N:12]=[C:11]([N:19]([CH3:21])[CH3:20])[CH:10]=1.[F:22][C:23]1[CH:24]=[CH:25][C:26]([N:32]2[N:36]=[CH:35][CH:34]=[N:33]2)=[C:27]([CH:31]=1)[C:28](O)=[O:29].CN(C(ON1N=NC2C=CC=NC1=2)=[N+](C)C)C.F[P-](F)(F)(F)(F)F.CCN(C(C)C)C(C)C, predict the reaction product. (4) Given the reactants [NH:1]1[C:9]2[C:4](=[CH:5][CH:6]=[CH:7][CH:8]=2)[CH:3]=[C:2]1[C:10]([O:12][CH2:13][CH3:14])=[O:11].C1C=C[NH+]=CC=1.[Br:21][Br-]Br, predict the reaction product. The product is: [Br:21][C:3]1[C:4]2[C:9](=[CH:8][CH:7]=[CH:6][CH:5]=2)[NH:1][C:2]=1[C:10]([O:12][CH2:13][CH3:14])=[O:11]. (5) Given the reactants [C:1]([C:4]1[CH:5]=[C:6]2[C:10](=[CH:11][CH:12]=1)[CH2:9][N:8]([C:13](=[O:35])[CH2:14][CH2:15][CH2:16][CH2:17][CH2:18][N:19]1[CH2:24][CH2:23][N:22]([C:25]3[CH:30]=[CH:29][CH:28]=[C:27]([C:31]([F:34])([F:33])[F:32])[CH:26]=3)[CH2:21][CH2:20]1)[CH2:7]2)([OH:3])=O.Cl.[Cl:37][CH2:38][CH2:39][NH2:40], predict the reaction product. The product is: [Cl:37][CH2:38][CH2:39][NH:40][C:1]([C:4]1[CH:5]=[C:6]2[C:10](=[CH:11][CH:12]=1)[CH2:9][N:8]([C:13](=[O:35])[CH2:14][CH2:15][CH2:16][CH2:17][CH2:18][N:19]1[CH2:24][CH2:23][N:22]([C:25]3[CH:30]=[CH:29][CH:28]=[C:27]([C:31]([F:34])([F:33])[F:32])[CH:26]=3)[CH2:21][CH2:20]1)[CH2:7]2)=[O:3]. (6) Given the reactants C(=O)C.[NH2:4][C@H:5]1[C:14]2[C:9](=[CH:10][CH:11]=[CH:12][CH:13]=2)[N:8]([C:15](=[O:17])[CH3:16])[C@@H:7]([CH3:18])[C@@H:6]1[CH3:19].CN(C1C(C2C(P(C3CCCCC3)C3CCCCC3)=CC=CC=2)=CC=CC=1)C.CC(C)([O-])C.[Na+].Br[C:55]1[C:56]2[N:57]([CH:61]=[CH:62][N:63]=2)[CH:58]=[CH:59][CH:60]=1, predict the reaction product. The product is: [N:63]1[CH:62]=[CH:61][N:57]2[CH:58]=[CH:59][CH:60]=[C:55]([NH:4][C@H:5]3[C:14]4[C:9](=[CH:10][CH:11]=[CH:12][CH:13]=4)[N:8]([C:15](=[O:17])[CH3:16])[C@@H:7]([CH3:18])[C@@H:6]3[CH3:19])[C:56]=12. (7) Given the reactants C[O:2][C:3](=[O:24])[C:4]1[CH:9]=[CH:8][C:7]([C:10]2[NH:11][C:12]3[C:17]([C:18]=2[CH2:19][CH3:20])=[CH:16][CH:15]=[C:14](Cl)[C:13]=3[F:22])=[CH:6][C:5]=1[OH:23].[CH2:25]([C:29]1[CH:34]=[CH:33][C:32](B(O)O)=[CH:31][CH:30]=1)[CH2:26][CH2:27][CH3:28].[F-].[Cs+].[Li+].[OH-], predict the reaction product. The product is: [CH2:25]([C:29]1[CH:34]=[CH:33][C:32]([C:14]2[C:13]([F:22])=[C:12]3[C:17]([C:18]([CH2:19][CH3:20])=[C:10]([C:7]4[CH:8]=[CH:9][C:4]([C:3]([OH:2])=[O:24])=[C:5]([OH:23])[CH:6]=4)[NH:11]3)=[CH:16][CH:15]=2)=[CH:31][CH:30]=1)[CH2:26][CH2:27][CH3:28].